From a dataset of Catalyst prediction with 721,799 reactions and 888 catalyst types from USPTO. Predict which catalyst facilitates the given reaction. Reactant: [F:1][C:2]([F:33])([F:32])[C:3]([C:9]1[CH:14]=[CH:13][C:12]([CH2:15][N:16]2[CH2:21][CH2:20][C:19](=[CH:22][C:23]3[CH:28]=[CH:27][C:26]([N+:29]([O-])=O)=[CH:25][CH:24]=3)[CH2:18][CH2:17]2)=[CH:11][CH:10]=1)([OH:8])[C:4]([F:7])([F:6])[F:5].[H][H]. Product: [NH2:29][C:26]1[CH:25]=[CH:24][C:23]([CH2:22][CH:19]2[CH2:18][CH2:17][N:16]([CH2:15][C:12]3[CH:13]=[CH:14][C:9]([C:3]([OH:8])([C:4]([F:7])([F:5])[F:6])[C:2]([F:1])([F:32])[F:33])=[CH:10][CH:11]=3)[CH2:21][CH2:20]2)=[CH:28][CH:27]=1. The catalyst class is: 153.